From a dataset of Catalyst prediction with 721,799 reactions and 888 catalyst types from USPTO. Predict which catalyst facilitates the given reaction. Reactant: [CH:1]1([S:4]([C:7]2[CH:12]=[CH:11][C:10]([CH:13]([O:17][CH:18]3[CH2:23][CH2:22][O:21][CH2:20][CH2:19]3)[C:14]([OH:16])=O)=[CH:9][CH:8]=2)(=[O:6])=[O:5])[CH2:3][CH2:2]1.[CH2:24]([O:26][C:27]1[N:32]=[C:31]2[S:33][C:34]([NH2:36])=[N:35][C:30]2=[CH:29][CH:28]=1)[CH3:25].C1C=CC2N(O)N=NC=2C=1.CCN=C=NCCCN(C)C.CN1CCOCC1. Product: [CH:1]1([S:4]([C:7]2[CH:8]=[CH:9][C:10]([CH:13]([O:17][CH:18]3[CH2:23][CH2:22][O:21][CH2:20][CH2:19]3)[C:14]([NH:36][C:34]3[S:33][C:31]4[C:30]([N:35]=3)=[CH:29][CH:28]=[C:27]([O:26][CH2:24][CH3:25])[N:32]=4)=[O:16])=[CH:11][CH:12]=2)(=[O:5])=[O:6])[CH2:2][CH2:3]1. The catalyst class is: 3.